From a dataset of Catalyst prediction with 721,799 reactions and 888 catalyst types from USPTO. Predict which catalyst facilitates the given reaction. (1) Reactant: [Cl:1][C:2]1[C:7]([Cl:8])=[C:6]([C:9]([OH:18])([C:14]([F:17])([F:16])[F:15])[C:10]([F:13])([F:12])[F:11])[CH:5]=[CH:4][C:3]=1[C:19]1[S:23][C:22]([C:24]([N:26]2[CH2:31][CH2:30][S:29][CH2:28][CH2:27]2)=[O:25])=[N:21][C:20]=1[C:32]([O:34]C(C)(C)C)=O.CN(C(ON1N=N[C:49]2C=[CH:51][CH:52]=[N:53][C:48]1=2)=[N+](C)C)C.F[P-](F)(F)(F)(F)F.CCN(C(C)C)C(C)C.C(NCC)C. Product: [Cl:1][C:2]1[C:7]([Cl:8])=[C:6]([C:9]([OH:18])([C:14]([F:15])([F:17])[F:16])[C:10]([F:12])([F:11])[F:13])[CH:5]=[CH:4][C:3]=1[C:19]1[S:23][C:22]([C:24]([N:26]2[CH2:27][CH2:28][S:29][CH2:30][CH2:31]2)=[O:25])=[N:21][C:20]=1[C:32]([N:53]([CH2:48][CH3:49])[CH2:52][CH3:51])=[O:34]. The catalyst class is: 18. (2) Reactant: [CH:1]([C:3]1[CH:8]=[CH:7][C:6]([C:9]2[CH:14]=[CH:13][C:12]([C:15]([O:17][CH3:18])=[O:16])=[CH:11][CH:10]=2)=[C:5]([O:19][CH3:20])[CH:4]=1)=O.[C:21](Br)(Br)([Br:23])[Br:22].C1(P(C2C=CC=CC=2)C2C=CC=CC=2)C=CC=CC=1. Product: [Br:22][C:21]([Br:23])=[CH:1][C:3]1[CH:8]=[CH:7][C:6]([C:9]2[CH:14]=[CH:13][C:12]([C:15]([O:17][CH3:18])=[O:16])=[CH:11][CH:10]=2)=[C:5]([O:19][CH3:20])[CH:4]=1. The catalyst class is: 4. (3) Reactant: [F:1][CH:2]([F:34])[N:3]1[C:7]([CH3:8])=[C:6]([C:9]2[C:17]3[O:16][CH2:15][CH:14]([NH:18][C:19]4[CH:32]=[CH:31][C:22]5[C@H:23]([CH2:26][C:27]([O:29]C)=[O:28])[CH2:24][O:25][C:21]=5[CH:20]=4)[C:13]=3[CH:12]=[CH:11][CH:10]=2)[C:5]([CH3:33])=[N:4]1.[OH-].[Na+]. Product: [F:34][CH:2]([F:1])[N:3]1[C:7]([CH3:8])=[C:6]([C:9]2[C:17]3[O:16][CH2:15][CH:14]([NH:18][C:19]4[CH:32]=[CH:31][C:22]5[C@H:23]([CH2:26][C:27]([OH:29])=[O:28])[CH2:24][O:25][C:21]=5[CH:20]=4)[C:13]=3[CH:12]=[CH:11][CH:10]=2)[C:5]([CH3:33])=[N:4]1. The catalyst class is: 111. (4) Reactant: [N+:1]([C:4]1[CH:5]=[C:6]([CH:9]=[CH:10][CH:11]=1)[CH:7]=O)([O-:3])=[O:2].Cl.[NH2:13][OH:14].C(N(CC)CC)C. Product: [N+:1]([C:4]1[CH:5]=[C:6]([CH:9]=[CH:10][CH:11]=1)[CH:7]=[N:13][OH:14])([O-:3])=[O:2]. The catalyst class is: 8. (5) Reactant: C(OC(=O)[NH:7][CH2:8][C:9]1([CH2:16][S:17]([C:20]2[CH:25]=[CH:24][C:23]([O:26][CH2:27][C:28]3[C:37]4[C:32](=[CH:33][CH:34]=[CH:35][CH:36]=4)[N:31]=[C:30]([CH3:38])[CH:29]=3)=[CH:22][CH:21]=2)(=[O:19])=[O:18])[C:13](=[O:14])[NH:12][C:11](=[O:15])[NH:10]1)(C)(C)C.Cl. Product: [NH2:7][CH2:8][C:9]1([CH2:16][S:17]([C:20]2[CH:21]=[CH:22][C:23]([O:26][CH2:27][C:28]3[C:37]4[C:32](=[CH:33][CH:34]=[CH:35][CH:36]=4)[N:31]=[C:30]([CH3:38])[CH:29]=3)=[CH:24][CH:25]=2)(=[O:19])=[O:18])[NH:10][C:11](=[O:15])[NH:12][C:13]1=[O:14]. The catalyst class is: 5. (6) Reactant: Br[C:2]1[CH:7]=[CH:6][C:5]([CH:8]([C:19]2[CH:24]=[CH:23][CH:22]=[CH:21][C:20]=2[CH3:25])[CH2:9][C:10]([C:12]2[CH:17]=[CH:16][N:15]=[C:14]([CH3:18])[CH:13]=2)=[O:11])=[CH:4][CH:3]=1.[CH3:26][O:27][C:28]([C:30]1[CH:35]=[CH:34][C:33](B(O)O)=[CH:32][CH:31]=1)=[O:29].C(=O)([O-])[O-].[Na+].[Na+].[NH4+].[Cl-]. Product: [CH3:26][O:27][C:28]([C:30]1[CH:35]=[CH:34][C:33]([C:2]2[CH:3]=[CH:4][C:5]([CH:8]([C:19]3[CH:24]=[CH:23][CH:22]=[CH:21][C:20]=3[CH3:25])[CH2:9][C:10]([C:12]3[CH:17]=[CH:16][N:15]=[C:14]([CH3:18])[CH:13]=3)=[O:11])=[CH:6][CH:7]=2)=[CH:32][CH:31]=1)=[O:29]. The catalyst class is: 38. (7) Reactant: [N+:1]([C:4]1[CH:8]=[N:7][NH:6][C:5]=1[NH2:9])([O-:3])=[O:2].CN(C)[CH:12]=[CH:13][C:14]([C:16]1[CH:17]=[C:18]([N:22]([CH2:27][CH3:28])[S:23]([CH3:26])(=[O:25])=[O:24])[CH:19]=[CH:20][CH:21]=1)=O.C(OCC)(=O)C. Product: [CH2:27]([N:22]([C:18]1[CH:19]=[CH:20][CH:21]=[C:16]([C:14]2[N:6]3[N:7]=[CH:8][C:4]([N+:1]([O-:3])=[O:2])=[C:5]3[N:9]=[CH:12][CH:13]=2)[CH:17]=1)[S:23]([CH3:26])(=[O:24])=[O:25])[CH3:28]. The catalyst class is: 15. (8) Reactant: [CH:1]1([CH:7]=O)[CH2:6][CH2:5][CH2:4][CH2:3][CH2:2]1.[F:9][C:10]([F:45])([F:44])[C:11]1[CH:12]=[C:13]([CH:21]([C:38]2[N:39]=[N:40][N:41]([CH3:43])[N:42]=2)[N:22]2[C:31]3[C:26](=[CH:27][CH:28]=[C:29]([C:32]([F:35])([F:34])[F:33])[CH:30]=3)[NH:25][CH:24]([CH2:36][CH3:37])[CH2:23]2)[CH:14]=[C:15]([C:17]([F:20])([F:19])[F:18])[CH:16]=1.C(O)(=O)C.[BH-](OC(C)=O)(OC(C)=O)OC(C)=O.[Na+]. Product: [F:18][C:17]([F:20])([F:19])[C:15]1[CH:14]=[C:13]([CH:21]([C:38]2[N:39]=[N:40][N:41]([CH3:43])[N:42]=2)[N:22]2[C:31]3[C:26](=[CH:27][CH:28]=[C:29]([C:32]([F:33])([F:35])[F:34])[CH:30]=3)[N:25]([CH2:7][CH:1]3[CH2:6][CH2:5][CH2:4][CH2:3][CH2:2]3)[CH:24]([CH2:36][CH3:37])[CH2:23]2)[CH:12]=[C:11]([C:10]([F:9])([F:44])[F:45])[CH:16]=1. The catalyst class is: 26. (9) Reactant: [C:1]([C:5]1[CH:9]=[C:8]([NH2:10])[N:7]([C:11]2[CH:16]=[CH:15][CH:14]=[C:13]([CH2:17][N:18]=[N+]=[N-])[CH:12]=2)[N:6]=1)([CH3:4])([CH3:3])[CH3:2].[Cl:21][C:22]1[CH:27]=[CH:26][C:25]([N:28]=[C:29]=[O:30])=[CH:24][CH:23]=1.N1C=CC=CC=1.O. Product: [C:1]([C:5]1[CH:9]=[C:8]([NH:10][C:29]([NH:28][C:25]2[CH:26]=[CH:27][C:22]([Cl:21])=[CH:23][CH:24]=2)=[O:30])[N:7]([C:11]2[CH:16]=[CH:15][CH:14]=[C:13]([CH2:17][NH2:18])[CH:12]=2)[N:6]=1)([CH3:4])([CH3:3])[CH3:2]. The catalyst class is: 1.